From a dataset of Catalyst prediction with 721,799 reactions and 888 catalyst types from USPTO. Predict which catalyst facilitates the given reaction. (1) Reactant: [NH2:1][C:2]1[C:3]([F:23])=[CH:4][C:5]([Cl:22])=[C:6]([NH:8][C:9]2[N:10]=[CH:11][C:12]3[N:17]=[C:16]([NH:18][C:19](=[O:21])[CH3:20])[S:15][C:13]=3[N:14]=2)[CH:7]=1.[CH3:24][C:25]([C:29]1[CH:30]=[C:31]([CH:35]=[CH:36][CH:37]=1)[C:32](O)=[O:33])([CH3:28])[C:26]#[CH:27].F[P-](F)(F)(F)(F)F.N1(OC(N(C)C)=[N+](C)C)C2N=CC=CC=2N=N1.C(=O)([O-])O.[Na+]. Product: [C:19]([NH:18][C:16]1[S:15][C:13]2[N:14]=[C:9]([NH:8][C:6]3[C:5]([Cl:22])=[CH:4][C:3]([F:23])=[C:2]([NH:1][C:32](=[O:33])[C:31]4[CH:35]=[CH:36][CH:37]=[C:29]([C:25]([CH3:24])([CH3:28])[C:26]#[CH:27])[CH:30]=4)[CH:7]=3)[N:10]=[CH:11][C:12]=2[N:17]=1)(=[O:21])[CH3:20]. The catalyst class is: 17. (2) Reactant: C([O:3][C:4]([C:6]1[CH:7]=[C:8]2[C:13](=[CH:14][CH:15]=1)[NH:12][CH:11]([C:16]1[CH:21]=[CH:20][CH:19]=[C:18]([Br:22])[CH:17]=1)[C:10]([CH3:24])([CH3:23])[CH2:9]2)=[O:5])C.[OH-].[Na+].Cl. The catalyst class is: 364. Product: [Br:22][C:18]1[CH:17]=[C:16]([CH:11]2[C:10]([CH3:23])([CH3:24])[CH2:9][C:8]3[C:13](=[CH:14][CH:15]=[C:6]([C:4]([OH:5])=[O:3])[CH:7]=3)[NH:12]2)[CH:21]=[CH:20][CH:19]=1. (3) Product: [C:1]([O:5][C:6](=[O:25])[N:7]([CH2:9][C:10]1[CH:14]=[C:13]([C:31]2[CH:32]=[C:27]([F:26])[CH:28]=[CH:29][C:30]=2[F:33])[NH:12][CH:11]=1)[CH3:8])([CH3:2])([CH3:3])[CH3:4]. Reactant: [C:1]([O:5][C:6](=[O:25])[N:7]([CH2:9][C:10]1[CH:14]=[C:13](Br)[N:12](S(C2C=NC=CC=2)(=O)=O)[CH:11]=1)[CH3:8])([CH3:4])([CH3:3])[CH3:2].[F:26][C:27]1[CH:32]=[CH:31][C:30]([F:33])=[CH:29][C:28]=1B(O)O.C(=O)([O-])[O-].[Na+].[Na+]. The catalyst class is: 73. (4) Reactant: C([O:3][C:4](=[O:34])[CH2:5][CH:6]1[CH2:11][CH2:10][N:9]([C:12]2[C:17]([NH:18][C:19](=[O:27])[C:20]3[CH:25]=[CH:24][CH:23]=[C:22]([Cl:26])[CH:21]=3)=[CH:16][C:15]([C:28]3[CH:33]=[CH:32][CH:31]=[CH:30][CH:29]=3)=[CH:14][N:13]=2)[CH2:8][CH2:7]1)C.O1CCCC1.CO.[OH-].[Li+]. Product: [Cl:26][C:22]1[CH:21]=[C:20]([CH:25]=[CH:24][CH:23]=1)[C:19]([NH:18][C:17]1[C:12]([N:9]2[CH2:10][CH2:11][CH:6]([CH2:5][C:4]([OH:34])=[O:3])[CH2:7][CH2:8]2)=[N:13][CH:14]=[C:15]([C:28]2[CH:29]=[CH:30][CH:31]=[CH:32][CH:33]=2)[CH:16]=1)=[O:27]. The catalyst class is: 6. (5) Reactant: [F:1][C:2]1[CH:7]=[CH:6][C:5]([Mg]Br)=[CH:4][CH:3]=1.Cl[P:11](Cl)[C:12]1[CH:17]=[CH:16][CH:15]=[CH:14][C:13]=1[P:18](Cl)Cl. Product: [F:1][C:2]1[CH:7]=[CH:6][C:5]([P:11]([C:5]2[CH:6]=[CH:7][C:2]([F:1])=[CH:3][CH:4]=2)[C:12]2[CH:17]=[CH:16][CH:15]=[CH:14][C:13]=2[P:18]([C:5]2[CH:6]=[CH:7][C:2]([F:1])=[CH:3][CH:4]=2)[C:5]2[CH:6]=[CH:7][C:2]([F:1])=[CH:3][CH:4]=2)=[CH:4][CH:3]=1. The catalyst class is: 1.